Dataset: Catalyst prediction with 721,799 reactions and 888 catalyst types from USPTO. Task: Predict which catalyst facilitates the given reaction. (1) Reactant: [F:1][C:2]1[CH:7]=[CH:6][C:5]([CH2:8][C:9]([N:11]=[C:12]=[S:13])=[O:10])=[CH:4][CH:3]=1.[NH2:14][C:15]1[CH:40]=[CH:39][C:18]([O:19][C:20]2[CH:25]=[CH:24][N:23]=[C:22]([NH:26][C:27]([N:29]3[CH2:34][CH2:33][CH:32]([CH2:35][N:36]([CH3:38])[CH3:37])[CH2:31][CH2:30]3)=[O:28])[CH:21]=2)=[CH:17][CH:16]=1.C12(CS(O)(=O)=O)C(C)(C)C(CC1)CC2=O. Product: [CH3:38][N:36]([CH2:35][CH:32]1[CH2:31][CH2:30][N:29]([C:27]([NH:26][C:22]2[CH:21]=[C:20]([O:19][C:18]3[CH:17]=[CH:16][C:15]([NH:14][C:12]([NH:11][C:9](=[O:10])[CH2:8][C:5]4[CH:4]=[CH:3][C:2]([F:1])=[CH:7][CH:6]=4)=[S:13])=[CH:40][CH:39]=3)[CH:25]=[CH:24][N:23]=2)=[O:28])[CH2:34][CH2:33]1)[CH3:37]. The catalyst class is: 234. (2) Reactant: Cl[CH:2]1[NH+:11]2[CH2:12][CH2:13][C:14]3[C:19]([C:10]2=[C:9]([CH3:23])[C:8]2[CH:7]=[CH:6][C:5]([O:24][CH3:25])=[C:4]([O:26][CH3:27])[C:3]1=2)=[CH:18][C:17]1[O:20][CH2:21][O:22][C:16]=1[CH:15]=3.[Cl-].[CH2:29]([Mg]Br)[CH3:30].O1CC[CH2:35][CH2:34]1. Product: [CH2:34]([C:2]1([CH2:29][CH3:30])[N:11]2[CH2:12][CH2:13][C:14]3[C:19]([C:10]2=[C:9]([CH3:23])[C:8]2[CH:7]=[CH:6][C:5]([O:24][CH3:25])=[C:4]([O:26][CH3:27])[C:3]1=2)=[CH:18][C:17]1[O:20][CH2:21][O:22][C:16]=1[CH:15]=3)[CH3:35]. The catalyst class is: 27. (3) Reactant: N1C=CN=C1[C:6]([N:8]1[CH2:17][CH2:16][C:15]2[C:10](=[CH:11][CH:12]=[CH:13][CH:14]=2)[C@@H:9]1[C:18]1[CH:23]=[CH:22][CH:21]=[CH:20][CH:19]=1)=[O:7].[N:24]12[CH2:31][CH2:30][CH:27]([CH2:28][CH2:29]1)[C@@H:26]([OH:32])[CH2:25]2.[H-].[Na+]. Product: [N:24]12[CH2:31][CH2:30][CH:27]([CH2:28][CH2:29]1)[C@@H:26]([O:32][C:6]([N:8]1[CH2:17][CH2:16][C:15]3[C:10](=[CH:11][CH:12]=[CH:13][CH:14]=3)[C@@H:9]1[C:18]1[CH:23]=[CH:22][CH:21]=[CH:20][CH:19]=1)=[O:7])[CH2:25]2. The catalyst class is: 7. (4) Reactant: [NH2:1][C:2]1[C:3]([NH:9][C:10]2[CH:11]=[C:12]([CH:15]=[CH:16][CH:17]=2)[C:13]#[N:14])=[N:4][C:5]([Cl:8])=[CH:6][CH:7]=1.[C:18](O)(=O)C.C(N)=N. Product: [Cl:8][C:5]1[N:4]=[C:3]2[N:9]([C:10]3[CH:11]=[C:12]([CH:15]=[CH:16][CH:17]=3)[C:13]#[N:14])[CH:18]=[N:1][C:2]2=[CH:7][CH:6]=1. The catalyst class is: 8.